Dataset: Catalyst prediction with 721,799 reactions and 888 catalyst types from USPTO. Task: Predict which catalyst facilitates the given reaction. (1) Reactant: [Cl:1][C:2]1[CH:3]=[C:4]2[C:9](=[CH:10][C:11]=1[F:12])[N:8](O)[C:7](=[O:14])[C:6](=[O:15])[N:5]2[CH:16]1[CH2:18][CH2:17]1.C1(P(C2C=CC=CC=2)C2C=CC=CC=2)C=CC=CC=1. Product: [Cl:1][C:2]1[CH:3]=[C:4]2[C:9]([NH:8][C:7](=[O:14])[C:6](=[O:15])[N:5]2[CH:16]2[CH2:18][CH2:17]2)=[CH:10][C:11]=1[F:12]. The catalyst class is: 9. (2) Reactant: [CH:1]1([CH:7]([NH:18][C:19]2[CH:24]=[CH:23][C:22]([C:25]([N:27]([CH3:35])[CH2:28][CH2:29][C:30]([O:32]CC)=[O:31])=[O:26])=[CH:21][CH:20]=2)[C:8]2[S:16][C:11]3=[N:12][CH:13]=[CH:14][CH:15]=[C:10]3[C:9]=2[CH3:17])[CH2:6][CH2:5][CH2:4][CH2:3][CH2:2]1.O1CCCC1.[OH-].[Na+]. Product: [CH:1]1([CH:7]([NH:18][C:19]2[CH:20]=[CH:21][C:22]([C:25]([N:27]([CH3:35])[CH2:28][CH2:29][C:30]([OH:32])=[O:31])=[O:26])=[CH:23][CH:24]=2)[C:8]2[S:16][C:11]3=[N:12][CH:13]=[CH:14][CH:15]=[C:10]3[C:9]=2[CH3:17])[CH2:6][CH2:5][CH2:4][CH2:3][CH2:2]1. The catalyst class is: 8. (3) Reactant: Cl.[O:2]1[CH2:6][CH2:5][CH:4]([CH2:7][NH2:8])[CH2:3]1.C(N(CC)CC)C.[CH:16]1[C:25]2[CH2:24][CH2:23][CH2:22][CH2:21][C:20]=2[CH:19]=[CH:18][C:17]=1[O:26][CH2:27][C:28]1[O:32][N:31]=[C:30]([C:33](O)=[O:34])[CH:29]=1.ON1C2C=CC=CC=2N=N1.Cl.C(N=C=NCCCN(C)C)C.Cl. Product: [O:2]1[CH2:6][CH2:5][CH:4]([CH2:7][NH:8][C:33]([C:30]2[CH:29]=[C:28]([CH2:27][O:26][C:17]3[CH:18]=[CH:19][C:20]4[CH2:21][CH2:22][CH2:23][CH2:24][C:25]=4[CH:16]=3)[O:32][N:31]=2)=[O:34])[CH2:3]1. The catalyst class is: 22. (4) Reactant: [CH3:1][C:2]1[C:6]2[CH:7]=[CH:8][C:9]([C:11]([F:14])([F:13])[F:12])=[CH:10][C:5]=2[O:4][C:3]=1[C:15]([O:17]CC)=[O:16].[OH-].[Na+]. Product: [CH3:1][C:2]1[C:6]2[CH:7]=[CH:8][C:9]([C:11]([F:12])([F:13])[F:14])=[CH:10][C:5]=2[O:4][C:3]=1[C:15]([OH:17])=[O:16]. The catalyst class is: 5. (5) Reactant: O[C:2]1[CH:7]=[CH:6][C:5]([OH:8])=[CH:4][C:3]=1[C:9]([C:12]1[CH:17]=[CH:16][C:15]([OH:18])=[CH:14][CH:13]=1)=[N:10][OH:11].C1(P(C2C=CC=CC=2)C2C=CC=CC=2)C=CC=CC=1.CCOC(/N=N/C(OCC)=O)=O. Product: [OH:18][C:15]1[CH:16]=[CH:17][C:12]([C:9]2[C:3]3[CH:4]=[C:5]([OH:8])[CH:6]=[CH:7][C:2]=3[O:11][N:10]=2)=[CH:13][CH:14]=1. The catalyst class is: 1. (6) Reactant: [Cl:1][C:2]1[N:7]=[C:6](Cl)[C:5]([C:9]([O:11][CH2:12][CH3:13])=[O:10])=[C:4]([CH2:14][N:15]2[C:23](=[O:24])[C:22]3[C:17](=[CH:18][CH:19]=[CH:20][CH:21]=3)[C:16]2=[O:25])[N:3]=1.[NH2:26][C:27]1[CH:32]=[CH:31][CH:30]=[C:29]([CH3:33])[CH:28]=1.C(N(CC)C(C)C)(C)C.C([O-])(O)=O.[Na+]. Product: [Cl:1][C:2]1[N:3]=[C:4]([CH2:14][N:15]2[C:23](=[O:24])[C:22]3[C:17](=[CH:18][CH:19]=[CH:20][CH:21]=3)[C:16]2=[O:25])[C:5]([C:9]([O:11][CH2:12][CH3:13])=[O:10])=[C:6]([NH:26][C:27]2[CH:28]=[C:29]([CH3:33])[CH:30]=[CH:31][CH:32]=2)[N:7]=1. The catalyst class is: 23.